This data is from Catalyst prediction with 721,799 reactions and 888 catalyst types from USPTO. The task is: Predict which catalyst facilitates the given reaction. (1) Reactant: [CH3:1][C:2]1[N:3]=[C:4]([C:9]2[CH:14]=[CH:13][C:12]([C:15]([F:18])([F:17])[F:16])=[CH:11][CH:10]=2)[S:5][C:6]=1[CH:7]=[O:8].Br[C:20]([F:31])([F:30])[C:21]1[CH:26]=[CH:25][C:24]([CH:27]([F:29])[F:28])=[CH:23][CH:22]=1.[In].Cl. Product: [F:28][CH:27]([F:29])[C:24]1[CH:23]=[CH:22][C:21]([C:20]([F:31])([F:30])[CH:7]([C:6]2[S:5][C:4]([C:9]3[CH:10]=[CH:11][C:12]([C:15]([F:18])([F:16])[F:17])=[CH:13][CH:14]=3)=[N:3][C:2]=2[CH3:1])[OH:8])=[CH:26][CH:25]=1. The catalyst class is: 9. (2) Reactant: Br[C:2]1[CH:3]=[C:4]([NH:8][CH:9]([C:13]2[CH:18]=[CH:17][CH:16]=[CH:15][CH:14]=2)[C:10]([NH2:12])=[O:11])[CH:5]=[N:6][CH:7]=1.C([O-])([O-])=O.[K+].[K+].[Cl:25][C:26]1[CH:27]=[CH:28][C:29]([F:35])=[C:30](B(O)O)[CH:31]=1. Product: [Cl:25][C:26]1[CH:31]=[CH:30][C:29]([F:35])=[C:28]([C:2]2[CH:3]=[C:4]([NH:8][CH:9]([C:13]3[CH:18]=[CH:17][CH:16]=[CH:15][CH:14]=3)[C:10]([NH2:12])=[O:11])[CH:5]=[N:6][CH:7]=2)[CH:27]=1. The catalyst class is: 108. (3) Reactant: [Cl:1][C:2]1[CH:3]=[C:4]([N+:12]([O-:14])=[O:13])[C:5]([CH3:11])=[C:6]([CH:10]=1)[C:7]([OH:9])=[O:8].[C:15]([O-])([O-])=O.[Na+].[Na+].IC. Product: [Cl:1][C:2]1[CH:3]=[C:4]([N+:12]([O-:14])=[O:13])[C:5]([CH3:11])=[C:6]([CH:10]=1)[C:7]([O:9][CH3:15])=[O:8]. The catalyst class is: 18. (4) Reactant: C(N(CC)CC)C.C1C=CC(P(N=[N+]=[N-])(C2C=CC=CC=2)=[O:15])=CC=1.[CH2:25]([OH:32])[C:26]1[CH:31]=[CH:30][CH:29]=[CH:28]C=1.C[CH2:34][O:35][C:36]([CH3:38])=[O:37]. Product: [CH3:34][O:35][C:36]([C@@H:38]1[C@H:26]([C:25]([OH:32])=[O:15])[CH2:31][CH:30]=[CH:29][CH2:28]1)=[O:37]. The catalyst class is: 48. (5) Reactant: [CH:1]([C:3]1[CH:8]=[CH:7][CH:6]=[CH:5][C:4]=1[C:9]1[CH:14]=[CH:13][CH:12]=[C:11]([CH2:15][O:16][C:17]2[CH:22]=[CH:21][C:20]([CH2:23][CH2:24][C:25]([O:27][C:28]([CH3:31])([CH3:30])[CH3:29])=[O:26])=[CH:19][CH:18]=2)[CH:10]=1)=[O:2].[BH4-].[Na+]. Product: [OH:2][CH2:1][C:3]1[CH:8]=[CH:7][CH:6]=[CH:5][C:4]=1[C:9]1[CH:14]=[CH:13][CH:12]=[C:11]([CH2:15][O:16][C:17]2[CH:18]=[CH:19][C:20]([CH2:23][CH2:24][C:25]([O:27][C:28]([CH3:31])([CH3:30])[CH3:29])=[O:26])=[CH:21][CH:22]=2)[CH:10]=1. The catalyst class is: 111. (6) Reactant: [NH2:1][C:2]1[N:11]=[CH:10][C:9]2[C:8](=[O:12])[CH2:7][CH:6]([C:13]3[CH:18]=[CH:17][C:16]([F:19])=[CH:15][C:14]=3Br)[CH2:5][C:4]=2[N:3]=1.[N:21]1[CH:26]=[CH:25][CH:24]=[C:23](B(O)O)[CH:22]=1.C(=O)([O-])[O-].[K+].[K+]. Product: [NH2:1][C:2]1[N:11]=[CH:10][C:9]2[C:8](=[O:12])[CH2:7][CH:6]([C:13]3[CH:18]=[CH:17][C:16]([F:19])=[CH:15][C:14]=3[C:23]3[CH:22]=[N:21][CH:26]=[CH:25][CH:24]=3)[CH2:5][C:4]=2[N:3]=1. The catalyst class is: 461.